Predict the reaction yield, written as a fraction of the theoretical maximum amount of product (1.0 means a 100% yield; for example, 0.34 means a 34% yield). From a dataset of Reaction yield outcomes from USPTO patents with 853,638 reactions. (1) The reactants are [CH:1]1([C:6]#[C:7][C:8]#[N:9])[CH2:5][CH2:4][CH2:3][CH2:2]1.[NH:10]1[CH:14]=[C:13]([C:15]2[C:16]3[CH:23]=[CH:22][N:21]([CH2:24][O:25][CH2:26][CH2:27][Si:28]([CH3:31])([CH3:30])[CH3:29])[C:17]=3[N:18]=[CH:19][N:20]=2)[CH:12]=[N:11]1.C1CCN2C(=NCCC2)CC1. The catalyst is C(#N)C. The product is [C:1]1(=[C:6]([N:10]2[CH:14]=[C:13]([C:15]3[C:16]4[CH:23]=[CH:22][N:21]([CH2:24][O:25][CH2:26][CH2:27][Si:28]([CH3:31])([CH3:30])[CH3:29])[C:17]=4[N:18]=[CH:19][N:20]=3)[CH:12]=[N:11]2)[CH2:7][C:8]#[N:9])[CH2:5][CH2:4][CH2:3][CH2:2]1. The yield is 0.740. (2) The reactants are [N+:1]([C:4]1[C:5](=[O:12])[N:6]([CH3:11])[CH:7]=[CH:8][C:9]=1[OH:10])([O-:3])=[O:2].C([O-])([O-])=O.[K+].[K+].[CH2:19](Br)[C:20]1[CH:25]=[CH:24][CH:23]=[CH:22][CH:21]=1. The catalyst is CC#N. The product is [CH3:11][N:6]1[CH:7]=[CH:8][C:9]([O:10][CH2:19][C:20]2[CH:25]=[CH:24][CH:23]=[CH:22][CH:21]=2)=[C:4]([N+:1]([O-:3])=[O:2])[C:5]1=[O:12]. The yield is 0.540. (3) The reactants are Br[C:2]1[CH:3]=[CH:4][C:5]2[O:11][CH2:10][CH2:9][N:8]3[C:12]([C:18]([NH:20][CH3:21])=[O:19])=[C:13]([C:15]([NH2:17])=[O:16])[N:14]=[C:7]3[C:6]=2[CH:22]=1.[N:23]1[CH:28]=[CH:27][CH:26]=[CH:25][C:24]=1[C:29]([OH:33])([C:31]#[CH:32])[CH3:30]. No catalyst specified. The product is [OH:33][C:29]([C:24]1[CH:25]=[CH:26][CH:27]=[CH:28][N:23]=1)([CH3:30])[C:31]#[C:32][C:2]1[CH:3]=[CH:4][C:5]2[O:11][CH2:10][CH2:9][N:8]3[C:12]([C:18]([NH:20][CH3:21])=[O:19])=[C:13]([C:15]([NH2:17])=[O:16])[N:14]=[C:7]3[C:6]=2[CH:22]=1. The yield is 0.170. (4) The reactants are [C:1]1([CH3:15])[CH:6]=[CH:5][CH:4]=[C:3]([N:7]2[N:11]=[N:10][C:9]([CH:12]([OH:14])[CH3:13])=[N:8]2)[CH:2]=1.[H-].[Na+].CS([C:22]1[N:23]([CH3:33])[C:24]([C:27]2[CH:32]=[CH:31][N:30]=[CH:29][CH:28]=2)=[N:25][N:26]=1)(=O)=O. No catalyst specified. The product is [CH3:33][N:23]1[C:22]([O:14][CH:12]([C:9]2[N:10]=[N:11][N:7]([C:3]3[CH:2]=[C:1]([CH3:15])[CH:6]=[CH:5][CH:4]=3)[N:8]=2)[CH3:13])=[N:26][N:25]=[C:24]1[C:27]1[CH:32]=[CH:31][N:30]=[CH:29][CH:28]=1. The yield is 0.790. (5) The yield is 1.00. The catalyst is O1CCCC1.O. The reactants are [Cl:1][C:2]1[CH:3]=[C:4]2[C:8](=[C:9]([N+:11]([O-:13])=[O:12])[CH:10]=1)[NH:7][C:6]([Si](C)(C)C)=[C:5]2[C:18]1[CH:23]=[CH:22][CH:21]=[CH:20][CH:19]=1.[F-].C([N+](CCCC)(CCCC)CCCC)CCC. The product is [Cl:1][C:2]1[CH:3]=[C:4]2[C:8](=[C:9]([N+:11]([O-:13])=[O:12])[CH:10]=1)[NH:7][CH:6]=[C:5]2[C:18]1[CH:23]=[CH:22][CH:21]=[CH:20][CH:19]=1. (6) The reactants are [CH3:1][CH:2]([N:4]1[C:12]([CH:13]=[CH:14][CH:15]([OH:27])[CH2:16][CH:17]([OH:26])[CH2:18][C:19]([O:21]C(C)(C)C)=[O:20])=[C:11]([C:28]2[CH:33]=[CH:32][C:31]([F:34])=[CH:30][CH:29]=2)[C:10]2[C:5]1=[CH:6][CH:7]=[CH:8][CH:9]=2)[CH3:3].CO.[OH-].[Na+:38]. The catalyst is O. The product is [CH3:3][CH:2]([N:4]1[C:12](/[CH:13]=[CH:14]/[CH:15]([OH:27])[CH2:16][CH:17]([OH:26])[CH2:18][C:19]([O-:21])=[O:20])=[C:11]([C:28]2[CH:29]=[CH:30][C:31]([F:34])=[CH:32][CH:33]=2)[C:10]2[CH:9]=[CH:8][CH:7]=[CH:6][C:5]1=2)[CH3:1].[Na+:38]. The yield is 0.286. (7) The catalyst is CC(O)=O. The product is [C:7]1([CH:5]2[CH2:4][CH:3]([C:2]([F:15])([F:14])[F:1])[N:18]3[N:19]=[CH:20][C:21]([C:22]([O:24][CH2:25][CH3:26])=[O:23])=[C:17]3[NH:16]2)[CH:12]=[CH:11][CH:10]=[CH:9][CH:8]=1. The yield is 0.790. The reactants are [F:1][C:2]([F:15])([F:14])[C:3](=O)[CH2:4][C:5]([C:7]1[CH:12]=[CH:11][CH:10]=[CH:9][CH:8]=1)=O.[NH2:16][C:17]1[C:21]([C:22]([O:24][CH2:25][CH3:26])=[O:23])=[CH:20][NH:19][N:18]=1.